From a dataset of Full USPTO retrosynthesis dataset with 1.9M reactions from patents (1976-2016). Predict the reactants needed to synthesize the given product. (1) The reactants are: [S:1]([CH2:11][N+:12]#[C-:13])([C:4]1[CH:10]=[CH:9][C:7]([CH3:8])=[CH:6][CH:5]=1)(=[O:3])=[O:2].[CH3:14][S:15][C:16]1[CH:23]=[CH:22][C:19]([CH:20]=[O:21])=[CH:18][CH:17]=1.[C-]#N.[Na+]. Given the product [CH3:14][S:15][C:16]1[CH:23]=[CH:22][C:19]([C@@H:20]2[O:21][CH:13]=[N:12][C@@H:11]2[S:1]([C:4]2[CH:10]=[CH:9][C:7]([CH3:8])=[CH:6][CH:5]=2)(=[O:3])=[O:2])=[CH:18][CH:17]=1, predict the reactants needed to synthesize it. (2) Given the product [CH2:10]([O:12][C:13]([C:15]1[N:16]=[C:17]([C:1]2[CH:6]=[CH:5][CH:4]=[CH:3][CH:2]=2)[O:18][CH:19]=1)=[O:14])[CH3:11], predict the reactants needed to synthesize it. The reactants are: [C:1]1(B(O)O)[CH:6]=[CH:5][CH:4]=[CH:3][CH:2]=1.[CH2:10]([O:12][C:13]([C:15]1[N:16]=[C:17](Cl)[O:18][CH:19]=1)=[O:14])[CH3:11].C(=O)([O-])[O-].[Na+].[Na+].C(OCC)(=O)C. (3) Given the product [C:21]1([N:20]2[C:8]3[N:9]=[C:10]([NH:13][C:14]4[CH:15]=[CH:16][CH:17]=[CH:18][CH:19]=4)[N:11]=[CH:12][C:7]=3[CH2:6][CH:5]([C:27]3[CH:28]=[N:29][CH:30]=[CH:31][CH:32]=3)[C:4]2=[O:3])[CH:26]=[CH:25][CH:24]=[CH:23][CH:22]=1, predict the reactants needed to synthesize it. The reactants are: C([O:3][C:4](=O)[CH:5]([C:27]1[CH:28]=[N:29][CH:30]=[CH:31][CH:32]=1)[CH2:6][C:7]1[C:8]([NH:20][C:21]2[CH:26]=[CH:25][CH:24]=[CH:23][CH:22]=2)=[N:9][C:10]([NH:13][C:14]2[CH:19]=[CH:18][CH:17]=[CH:16][CH:15]=2)=[N:11][CH:12]=1)C.S(=O)(=O)(O)O. (4) Given the product [O:1]1[C:6]2[CH:7]=[CH:8][C:9]([CH2:11][NH:34][CH:31]3[CH2:30][CH2:29][N:28]([CH2:27][CH2:26][S:25][C:21]4[CH:20]=[N:19][C:18]5[C:23](=[CH:24][C:15]([O:14][CH3:13])=[CH:16][CH:17]=5)[N:22]=4)[CH2:33][CH2:32]3)=[CH:10][C:5]=2[O:4][CH2:3][CH2:2]1, predict the reactants needed to synthesize it. The reactants are: [O:1]1[C:6]2[CH:7]=[CH:8][C:9]([CH:11]=O)=[CH:10][C:5]=2[O:4][CH2:3][CH2:2]1.[CH3:13][O:14][C:15]1[CH:24]=[C:23]2[C:18]([N:19]=[CH:20][C:21]([S:25][CH2:26][CH2:27][N:28]3[CH2:33][CH2:32][CH:31]([NH2:34])[CH2:30][CH2:29]3)=[N:22]2)=[CH:17][CH:16]=1.